Dataset: Full USPTO retrosynthesis dataset with 1.9M reactions from patents (1976-2016). Task: Predict the reactants needed to synthesize the given product. (1) Given the product [CH2:31]([N:33]([CH2:34][CH3:35])[CH2:37][CH2:16][S:15][C:13]1[N:14]=[C:9]([C:3]2[CH:4]=[CH:5][C:6]([F:8])=[CH:7][C:2]=2[CH3:1])[C:10]2[C:19]([C:20]#[N:21])=[CH:18][N:17]([CH2:22][O:23][CH2:24][CH2:25][Si:26]([CH3:27])([CH3:29])[CH3:28])[C:11]=2[N:12]=1)[CH3:32], predict the reactants needed to synthesize it. The reactants are: [CH3:1][C:2]1[CH:7]=[C:6]([F:8])[CH:5]=[CH:4][C:3]=1[C:9]1[C:10]2[C:19]([C:20]#[N:21])=[CH:18][N:17]([CH2:22][O:23][CH2:24][CH2:25][Si:26]([CH3:29])([CH3:28])[CH3:27])[C:11]=2[N:12]=[C:13]([S:15][CH3:16])[N:14]=1.Cl.[CH2:31]([N:33]([CH2:37]C)[CH2:34][CH2:35]S)[CH3:32].CCN(CC)CC. (2) Given the product [CH3:14][S:15]([N:1]1[CH2:2][CH:3]=[CH:4][CH2:5][CH2:6]1)(=[O:17])=[O:16], predict the reactants needed to synthesize it. The reactants are: [NH:1]1[CH2:6][CH:5]=[CH:4][CH2:3][CH2:2]1.C(N(CC)CC)C.[CH3:14][S:15](Cl)(=[O:17])=[O:16]. (3) Given the product [NH2:7][C:8]1[N:9]=[CH:10][C:11]([C:14]2[N:23]=[C:22]([N:24]3[CH2:29][CH2:28][O:27][CH2:26][CH2:25]3)[C:21]3[C:16](=[CH:17][C:18]([C:30]4[CH:31]=[C:32]([NH:36][C:37](=[O:42])[C:38]([OH:41])([CH3:40])[CH3:39])[CH:33]=[CH:34][CH:35]=4)=[CH:19][CH:20]=3)[N:15]=2)=[CH:12][N:13]=1, predict the reactants needed to synthesize it. The reactants are: C(OC(=O)[NH:7][C:8]1[N:13]=[CH:12][C:11]([C:14]2[N:23]=[C:22]([N:24]3[CH2:29][CH2:28][O:27][CH2:26][CH2:25]3)[C:21]3[C:16](=[CH:17][C:18]([C:30]4[CH:35]=[CH:34][CH:33]=[C:32]([NH:36][C:37](=[O:42])[C:38]([OH:41])([CH3:40])[CH3:39])[CH:31]=4)=[CH:19][CH:20]=3)[N:15]=2)=[CH:10][N:9]=1)(C)(C)C.FC(F)(F)C(O)=O. (4) Given the product [NH2:44][C:43](=[O:57])[CH2:42][CH2:41][C:48]([N:22]([CH2:21][C@@H:10]1[CH2:9][N:8]([CH2:1][C:2]2[CH:3]=[CH:4][CH:5]=[CH:6][CH:7]=2)[CH2:13][CH2:12][N:11]1[C:14]([O:16][C:17]([CH3:19])([CH3:20])[CH3:18])=[O:15])[C:30]1[CH:31]=[CH:32][CH:33]=[CH:34][CH:35]=1)=[O:49], predict the reactants needed to synthesize it. The reactants are: [CH2:1]([N:8]1[CH2:13][CH2:12][N:11]([C:14]([O:16][C:17]([CH3:20])([CH3:19])[CH3:18])=[O:15])[C@H:10]([CH2:21][N:22]([C:30]2[CH:35]=[CH:34][CH:33]=[CH:32][CH:31]=2)C(=O)CCC(O)=O)[CH2:9]1)[C:2]1[CH:7]=[CH:6][CH:5]=[CH:4][CH:3]=1.CCN=C=N[CH2:41][CH2:42][CH2:43][N:44](C)C.Cl.[C:48](=O)([O-])[OH:49].[Na+].CN(C=[O:57])C. (5) Given the product [NH2:23][C:21]([C:16]1[CH:17]=[N:18][C:19]2[C:14]([C:15]=1[NH:25][C:26]1[CH:27]=[C:28]([CH:32]=[C:33]([C:35]3[O:36][CH:37]=[CH:38][CH:39]=3)[CH:34]=1)[C:29]([OH:31])=[O:30])=[CH:13][CH:12]=[C:11]([C:6]1[C:7]([O:9][CH3:10])=[N:8][C:3]([O:2][CH3:1])=[N:4][CH:5]=1)[CH:20]=2)=[O:22], predict the reactants needed to synthesize it. The reactants are: [CH3:1][O:2][C:3]1[N:8]=[C:7]([O:9][CH3:10])[C:6]([C:11]2[CH:20]=[C:19]3[C:14]([C:15](Cl)=[C:16]([C:21]([NH2:23])=[O:22])[CH:17]=[N:18]3)=[CH:13][CH:12]=2)=[CH:5][N:4]=1.[NH2:25][C:26]1[CH:27]=[C:28]([CH:32]=[C:33]([C:35]2[O:36][CH:37]=[CH:38][CH:39]=2)[CH:34]=1)[C:29]([OH:31])=[O:30]. (6) Given the product [Cl:1][C:2]1[C:3]([NH:26][C:27]2[CH:32]=[CH:31][C:30]([P:33]([CH3:35])([CH3:36])=[O:34])=[CH:29][C:28]=2[S:37]([CH:40]([CH3:42])[CH3:41])(=[O:38])=[O:39])=[N:4][C:5]([NH:8][CH2:9][C:52]2[N:53]=[C:49]([N:43]3[CH2:44][CH2:45][O:46][CH2:47][CH2:48]3)[S:50][CH:51]=2)=[N:6][CH:7]=1, predict the reactants needed to synthesize it. The reactants are: [Cl:1][C:2]1[C:3]([NH:26][C:27]2[CH:32]=[CH:31][C:30]([P:33]([CH3:36])([CH3:35])=[O:34])=[CH:29][C:28]=2[S:37]([CH:40]([CH3:42])[CH3:41])(=[O:39])=[O:38])=[N:4][C:5]([NH:8][C:9]2SC(N3CCN(C4C=CC=CN=4)CC3)=NN=2)=[N:6][CH:7]=1.[N:43]1([C:49]2[S:50][CH:51]=[C:52](CN)[N:53]=2)[CH2:48][CH2:47][O:46][CH2:45][CH2:44]1. (7) Given the product [CH:16]1([CH:2]([NH:22][C:23]2[CH:24]=[CH:25][C:26]([C:29]([N:31]([CH3:39])[CH2:32][CH2:33][C:34]([OH:36])=[O:35])=[O:30])=[CH:27][CH:28]=2)[C:3]2[CH:4]=[C:5]([C:9]3[N:10]=[N:11][C:12]([CH3:15])=[CH:13][CH:14]=3)[O:6][C:7]=2[CH3:8])[CH2:21][CH2:20][CH2:19][CH2:18][CH2:17]1, predict the reactants needed to synthesize it. The reactants are: Cl[CH:2]([CH:16]1[CH2:21][CH2:20][CH2:19][CH2:18][CH2:17]1)[C:3]1[CH:4]=[C:5]([C:9]2[N:10]=[N:11][C:12]([CH3:15])=[CH:13][CH:14]=2)[O:6][C:7]=1[CH3:8].[NH2:22][C:23]1[CH:28]=[CH:27][C:26]([C:29]([N:31]([CH3:39])[CH2:32][CH2:33][C:34]([O:36]CC)=[O:35])=[O:30])=[CH:25][CH:24]=1.C(=O)([O-])[O-].[Na+].[Na+].[I-].[Na+].